From a dataset of Forward reaction prediction with 1.9M reactions from USPTO patents (1976-2016). Predict the product of the given reaction. (1) Given the reactants [C:1]([CH2:4][CH2:5][CH2:6][N:7]([CH3:67])[C@H:8]([C:12]([NH:14][C@H:15]([C:19]([N:21]([C@@H:23]([C@@H:63]([CH3:66])[CH2:64][CH3:65])[C@H:24]([O:61][CH3:62])[CH2:25][C:26]([N:28]1[CH2:32][CH2:31][CH2:30][C@H:29]1[C@H:33]([O:59][CH3:60])[C@@H:34]([CH3:58])[C:35](=[O:57])[NH:36][C@H:37](/[CH:45]=[CH:46]/[C:47]1[CH:52]=[CH:51][C:50]([S:53]([OH:56])(=[O:55])=[O:54])=[CH:49][CH:48]=1)[CH2:38][C:39]1[CH:44]=[CH:43][CH:42]=[CH:41][CH:40]=1)=[O:27])[CH3:22])=[O:20])[CH:16]([CH3:18])[CH3:17])=[O:13])[CH:9]([CH3:11])[CH3:10])([OH:3])=[O:2].O[N:69]1[C:73](=[O:74])[CH2:72][CH2:71][C:70]1=[O:75].CCN=C=NCCCN(C)C, predict the reaction product. The product is: [O:75]=[C:70]1[CH2:71][CH2:72][C:73](=[O:74])[N:69]1[O:2][C:1](=[O:3])[CH2:4][CH2:5][CH2:6][N:7]([CH3:67])[C@H:8]([C:12]([NH:14][C@H:15]([C:19]([N:21]([C@@H:23]([C@@H:63]([CH3:66])[CH2:64][CH3:65])[C@H:24]([O:61][CH3:62])[CH2:25][C:26]([N:28]1[CH2:32][CH2:31][CH2:30][C@H:29]1[C@H:33]([O:59][CH3:60])[C@@H:34]([CH3:58])[C:35](=[O:57])[NH:36][C@H:37](/[CH:45]=[CH:46]/[C:47]1[CH:48]=[CH:49][C:50]([S:53]([OH:56])(=[O:55])=[O:54])=[CH:51][CH:52]=1)[CH2:38][C:39]1[CH:40]=[CH:41][CH:42]=[CH:43][CH:44]=1)=[O:27])[CH3:22])=[O:20])[CH:16]([CH3:18])[CH3:17])=[O:13])[CH:9]([CH3:11])[CH3:10]. (2) Given the reactants [F:1][C:2]1[CH:7]=[CH:6][C:5]([F:8])=[CH:4][C:3]=1[C:9]1[CH2:13][N:12]([C:14]([NH:16][CH:17]2[CH2:22][CH2:21][N:20](C(OC(C)(C)C)=O)[CH2:19][CH2:18]2)=[O:15])[C@H:11]([C:30]2[CH:35]=[CH:34][CH:33]=[CH:32][CH:31]=2)[CH:10]=1.[H-].[Na+].[CH3:38]I, predict the reaction product. The product is: [F:1][C:2]1[CH:7]=[CH:6][C:5]([F:8])=[CH:4][C:3]=1[C:9]1[CH2:13][N:12]([C:14]([N:16]([CH3:38])[CH:17]2[CH2:18][CH2:19][NH:20][CH2:21][CH2:22]2)=[O:15])[C@H:11]([C:30]2[CH:31]=[CH:32][CH:33]=[CH:34][CH:35]=2)[CH:10]=1.